Dataset: Forward reaction prediction with 1.9M reactions from USPTO patents (1976-2016). Task: Predict the product of the given reaction. (1) Given the reactants Cl[C:2]1[CH:7]=[C:6]([CH:8]2[CH2:10][CH2:9]2)[N:5]=[C:4]([C:11]2[CH:16]=[CH:15][CH:14]=[C:13]([Cl:17])[CH:12]=2)[CH:3]=1.[CH2:18]([O:20][C:21](=[O:30])[CH2:22][C:23]1[CH:28]=[CH:27][C:26]([NH2:29])=[CH:25][CH:24]=1)[CH3:19].C1C=CC(P(C2C(C3C(P(C4C=CC=CC=4)C4C=CC=CC=4)=CC=C4C=3C=CC=C4)=C3C(C=CC=C3)=CC=2)C2C=CC=CC=2)=CC=1.C(=O)([O-])[O-].[Cs+].[Cs+], predict the reaction product. The product is: [Cl:17][C:13]1[CH:12]=[C:11]([C:4]2[CH:3]=[C:2]([NH:29][C:26]3[CH:25]=[CH:24][C:23]([CH2:22][C:21]([O:20][CH2:18][CH3:19])=[O:30])=[CH:28][CH:27]=3)[CH:7]=[C:6]([CH:8]3[CH2:10][CH2:9]3)[N:5]=2)[CH:16]=[CH:15][CH:14]=1. (2) Given the reactants [N+:1]([C:4]1[CH:5]=[C:6]([CH:14]=[CH:15][C:16]=1[N+:17]([O-])=O)[CH2:7][N:8]1[CH2:13][CH2:12][O:11][CH2:10][CH2:9]1)([O-])=O, predict the reaction product. The product is: [N:8]1([CH2:7][C:6]2[CH:5]=[C:4]([NH2:1])[C:16]([NH2:17])=[CH:15][CH:14]=2)[CH2:13][CH2:12][O:11][CH2:10][CH2:9]1. (3) Given the reactants [Sn](Cl)(Cl)(Cl)Cl.[Cl:6][C:7]1[CH:8]=[C:9]2[C:13](=[CH:14][CH:15]=1)[N:12](C)[C:11]([C:17]1[CH:22]=[CH:21][C:20]([Cl:23])=[CH:19][CH:18]=1)=[CH:10]2.[Cl:24][CH2:25][CH:26]1[CH2:28][O:27]1.C(=O)([O-])[O-].[Na+].[Na+], predict the reaction product. The product is: [Cl:6][C:7]1[CH:8]=[C:9]2[C:13](=[CH:14][CH:15]=1)[NH:12][C:11]([C:17]1[CH:18]=[CH:19][C:20]([Cl:23])=[CH:21][CH:22]=1)=[C:10]2[CH2:28][CH:26]([CH2:25][Cl:24])[OH:27]. (4) The product is: [N:8]1([C:7]2[CH:6]=[CH:5][N:4]=[N:3][CH:2]=2)[CH2:9][CH2:10][NH:11][CH2:12][CH2:13]1. Given the reactants Cl[C:2]1[N:3]=[N:4][C:5](Cl)=[CH:6][C:7]=1[N:8]1[CH2:13][CH2:12][NH:11][CH2:10][CH2:9]1.C([O-])(=O)C.[Na+], predict the reaction product. (5) Given the reactants [Br:1][C:2]1[C:3]2[CH:23]=[C:22]([Cl:24])[CH:21]=[CH:20][C:4]=2[C:5](=[C:13]2[CH2:18][CH2:17][N:16](C)[CH2:15][CH2:14]2)[C:6]2[CH:12]=[CH:11][CH:10]=[CH:9][C:7]=2[CH:8]=1.C(N(CC)CC)C.[CH2:32]([O:34][C:35](Cl)=[O:36])[CH3:33].[OH-].[Na+], predict the reaction product. The product is: [CH2:32]([O:34][C:35]([N:16]1[CH2:17][CH2:18][C:13](=[C:5]2[C:4]3[CH:20]=[CH:21][C:22]([Cl:24])=[CH:23][C:3]=3[C:2]([Br:1])=[CH:8][C:7]3[CH:9]=[CH:10][CH:11]=[CH:12][C:6]2=3)[CH2:14][CH2:15]1)=[O:36])[CH3:33]. (6) Given the reactants [CH3:1][O:2][C:3]1[CH:8]=[CH:7][C:6]([CH:9]2[CH2:14][CH2:13][CH:12]([CH2:15][CH2:16][OH:17])[CH2:11][CH2:10]2)=[CH:5][CH:4]=1.C(=O)(O)[O-].[Na+].CC(OI1(OC(C)=O)(OC(C)=O)OC(=O)C2C=CC=CC1=2)=O, predict the reaction product. The product is: [CH3:1][O:2][C:3]1[CH:8]=[CH:7][C:6]([CH:9]2[CH2:14][CH2:13][CH:12]([CH2:15][CH:16]=[O:17])[CH2:11][CH2:10]2)=[CH:5][CH:4]=1. (7) Given the reactants Br[C:2]1[N:6](COCC[Si](C)(C)C)[C:5]([C:15]2[CH:20]=[C:19]([C:21]([F:24])([F:23])[F:22])[CH:18]=[CH:17][C:16]=2[CH2:25][CH3:26])=[C:4]([C:27]#[N:28])[CH:3]=1.Cl[C:30]1[N:35]=[CH:34][N:33]=[C:32]([NH:36]C)[CH:31]=1, predict the reaction product. The product is: [NH2:36][C:32]1[N:33]=[CH:34][N:35]=[C:30]([C:2]2[NH:6][C:5]([C:15]3[CH:20]=[C:19]([C:21]([F:23])([F:22])[F:24])[CH:18]=[CH:17][C:16]=3[CH2:25][CH3:26])=[C:4]([C:27]#[N:28])[CH:3]=2)[CH:31]=1. (8) Given the reactants [NH2:1][C:2]1[C:9]([O:10]C)=[CH:8][C:7]([CH2:12][CH:13]([CH3:15])[CH3:14])=[CH:6][C:3]=1[C:4]#[N:5].B(Br)(Br)Br.C(=O)([O-])O.[Na+], predict the reaction product. The product is: [NH2:1][C:2]1[C:9]([OH:10])=[CH:8][C:7]([CH2:12][CH:13]([CH3:15])[CH3:14])=[CH:6][C:3]=1[C:4]#[N:5]. (9) Given the reactants [C:1]1([C:7](=[O:12])[CH2:8][C:9](=[O:11])[CH3:10])[CH:6]=[CH:5][CH:4]=[CH:3][CH:2]=1.[H-].[Na+].[Li+].[CH3:16][CH:17]([N-]C(C)C)[CH3:18].[Li]CCCC.C(NC(C)C)(C)C.BrCC=C, predict the reaction product. The product is: [C:1]1([C:7](=[O:12])[CH2:8][C:9](=[O:11])[CH2:10][CH2:18][CH:17]=[CH2:16])[CH:6]=[CH:5][CH:4]=[CH:3][CH:2]=1. (10) Given the reactants [OH:1][C:2]1[C:3]2[CH2:24][N:23]([C:25]([O:27][C:28]([CH3:31])([CH3:30])[CH3:29])=[O:26])[CH2:22][CH2:21][C:4]=2[N:5]=[C:6]([NH:8][C:9]2[CH:14]=[CH:13][C:12]([N:15]3[CH:19]=[CH:18][N:17]=[C:16]3[CH3:20])=[CH:11][CH:10]=2)[N:7]=1.N12CCCN=C1CCCCC2.C1C=CC(N([S:50]([C:53]([F:56])([F:55])[F:54])(=[O:52])=[O:51])[S:50]([C:53]([F:56])([F:55])[F:54])(=[O:52])=[O:51])=CC=1, predict the reaction product. The product is: [CH3:20][C:16]1[N:15]([C:12]2[CH:13]=[CH:14][C:9]([NH:8][C:6]3[N:7]=[C:2]([O:1][S:50]([C:53]([F:56])([F:55])[F:54])(=[O:52])=[O:51])[C:3]4[CH2:24][N:23]([C:25]([O:27][C:28]([CH3:31])([CH3:30])[CH3:29])=[O:26])[CH2:22][CH2:21][C:4]=4[N:5]=3)=[CH:10][CH:11]=2)[CH:19]=[CH:18][N:17]=1.